From a dataset of Retrosynthesis with 50K atom-mapped reactions and 10 reaction types from USPTO. Predict the reactants needed to synthesize the given product. (1) Given the product COc1ccc(C(=O)O)cc1CN1CCN(C(=O)c2ccc(NC(=O)Nc3ccccc3)cc2)CC1, predict the reactants needed to synthesize it. The reactants are: COC(=O)c1ccc(OC)c(CN2CCN(C(=O)c3ccc(NC(=O)Nc4ccccc4)cc3)CC2)c1. (2) Given the product CC[C@H]1CN(C(=O)OCc2ccccc2)C[C@H]1Nc1c(C(N)=O)cnn2cc(Br)nc12, predict the reactants needed to synthesize it. The reactants are: CC[C@H]1CN(C(=O)OCc2ccccc2)C[C@H]1N.NC(=O)c1cnn2cc(Br)nc2c1Cl. (3) Given the product CCOC(=O)NCCOS(C)(=O)=O, predict the reactants needed to synthesize it. The reactants are: CCOC(=O)NCCO.CS(=O)(=O)Cl. (4) Given the product Cc1ccc(Nc2ccccc2CC(=O)O)cc1, predict the reactants needed to synthesize it. The reactants are: Cc1ccc(N)cc1.O=C(O)Cc1ccccc1Br.